This data is from Full USPTO retrosynthesis dataset with 1.9M reactions from patents (1976-2016). The task is: Predict the reactants needed to synthesize the given product. (1) Given the product [Cl:28][C:29]1[C:30]([CH3:39])=[C:31]([S:35]([NH:1][C:2]2[N:7]=[CH:6][C:5]([O:8][C:9]3[CH:10]=[CH:11][C:12]([NH:19][C:20]4[CH:25]=[CH:24][C:23]([F:26])=[C:22]([F:27])[CH:21]=4)=[C:13]([CH:18]=3)[C:14]([O:16][CH3:17])=[O:15])=[CH:4][CH:3]=2)(=[O:37])=[O:36])[CH:32]=[CH:33][CH:34]=1, predict the reactants needed to synthesize it. The reactants are: [NH2:1][C:2]1[N:7]=[CH:6][C:5]([O:8][C:9]2[CH:10]=[CH:11][C:12]([NH:19][C:20]3[CH:25]=[CH:24][C:23]([F:26])=[C:22]([F:27])[CH:21]=3)=[C:13]([CH:18]=2)[C:14]([O:16][CH3:17])=[O:15])=[CH:4][CH:3]=1.[Cl:28][C:29]1[C:30]([CH3:39])=[C:31]([S:35](Cl)(=[O:37])=[O:36])[CH:32]=[CH:33][CH:34]=1. (2) Given the product [C:1]([O:5][C:6]([N:8]1[CH2:9][CH2:10][N:11]([C:14]2[C:15]3[CH2:23][CH2:22][CH2:21][NH:20][C:16]=3[N:17]=[CH:18][N:19]=2)[CH2:12][CH2:13]1)=[O:7])([CH3:4])([CH3:2])[CH3:3], predict the reactants needed to synthesize it. The reactants are: [C:1]([O:5][C:6]([N:8]1[CH2:13][CH2:12][N:11]([C:14]2[C:15]3[CH:23]=[CH:22][CH:21]=[N:20][C:16]=3[N:17]=[CH:18][N:19]=2)[CH2:10][CH2:9]1)=[O:7])([CH3:4])([CH3:3])[CH3:2]. (3) Given the product [N:16]1([C:9]2[CH:10]=[CH:11][CH:12]=[C:13]3[C:8]=2[N:7]=[C:6]([CH2:5][CH2:4][C:3]([O:2][CH3:1])=[O:29])[CH:15]=[CH:14]3)[CH2:21][CH2:20][NH:19][CH2:18][CH2:17]1, predict the reactants needed to synthesize it. The reactants are: [CH3:1][O:2][C:3](=[O:29])[CH2:4][CH2:5][C:6]1[CH:15]=[CH:14][C:13]2[C:8](=[C:9]([N:16]3[CH2:21][CH2:20][N:19](C(OC(C)(C)C)=O)[CH2:18][CH2:17]3)[CH:10]=[CH:11][CH:12]=2)[N:7]=1.FC(F)(F)C(O)=O. (4) Given the product [Cl:18][C:19]1[C:24]([N:25]2[CH2:26][CH2:27][N:28]([C:14]([C:13]3[N:12]([CH3:17])[N:11]=[N:10][C:9]=3[C:4]3[CH:5]=[CH:6][CH:7]=[CH:8][C:3]=3[O:2][CH3:1])=[O:16])[CH2:29][CH2:30]2)=[CH:23][C:22]([NH:31][C:32](=[O:43])[C:33]2[CH:34]=[CH:35][C:36]([CH2:39][N:40]([CH3:42])[CH3:41])=[CH:37][CH:38]=2)=[C:21]([N+:44]([O-:46])=[O:45])[CH:20]=1, predict the reactants needed to synthesize it. The reactants are: [CH3:1][O:2][C:3]1[CH:8]=[CH:7][CH:6]=[CH:5][C:4]=1[C:9]1[N:10]=[N:11][N:12]([CH3:17])[C:13]=1[C:14]([OH:16])=O.[Cl:18][C:19]1[C:24]([N:25]2[CH2:30][CH2:29][NH:28][CH2:27][CH2:26]2)=[CH:23][C:22]([NH:31][C:32](=[O:43])[C:33]2[CH:38]=[CH:37][C:36]([CH2:39][N:40]([CH3:42])[CH3:41])=[CH:35][CH:34]=2)=[C:21]([N+:44]([O-:46])=[O:45])[CH:20]=1.CN(C(ON1N=NC2C=CC=NC1=2)=[N+](C)C)C.F[P-](F)(F)(F)(F)F.